Dataset: CYP2C19 inhibition data for predicting drug metabolism from PubChem BioAssay. Task: Regression/Classification. Given a drug SMILES string, predict its absorption, distribution, metabolism, or excretion properties. Task type varies by dataset: regression for continuous measurements (e.g., permeability, clearance, half-life) or binary classification for categorical outcomes (e.g., BBB penetration, CYP inhibition). Dataset: cyp2c19_veith. (1) The drug is CC(C)(C)c1ccc(O)c(CN(Cc2c(O)ccc3ccccc23)C2CCCCC2)c1. The result is 1 (inhibitor). (2) The compound is CCN1C[C@]2(C)CC[C@@H](O)[C@@]34[C@@H]1[C@H](C[C@@H]23)[C@@]1(O)C[C@H](OC)[C@H]2C[C@@H]4[C@@H]1[C@@H]2O. The result is 0 (non-inhibitor). (3) The drug is O=C(NCCc1ccc(O)cc1)c1ccc(Cl)cc1. The result is 1 (inhibitor). (4) The drug is COc1ccccc1CC1C(=O)C2CCN1CC2. The result is 0 (non-inhibitor). (5) The molecule is C[N+](C)(C)c1cc2c(nn1)Nc1ccccc1S2. The result is 0 (non-inhibitor). (6) The molecule is O=C(O)/C(=C\c1ccncc1)c1cccc2ccccc12. The result is 1 (inhibitor). (7) The compound is Cc1ccccc1C(=O)NC(NCc1ccco1)C(Cl)(Cl)Cl. The result is 1 (inhibitor).